Dataset: Peptide-MHC class I binding affinity with 185,985 pairs from IEDB/IMGT. Task: Regression. Given a peptide amino acid sequence and an MHC pseudo amino acid sequence, predict their binding affinity value. This is MHC class I binding data. (1) The peptide sequence is IPPSRSML. The MHC is Mamu-A01 with pseudo-sequence Mamu-A01. The binding affinity (normalized) is 0.335. (2) The peptide sequence is FIFLKKNEL. The MHC is HLA-C12:03 with pseudo-sequence HLA-C12:03. The binding affinity (normalized) is 0.328.